From a dataset of Catalyst prediction with 721,799 reactions and 888 catalyst types from USPTO. Predict which catalyst facilitates the given reaction. (1) Reactant: [CH3:1][CH:2]([N:4]1[C:8]([C:9]2[N:10]=[C:11]3[N:21]([CH:22]=2)[CH2:20][CH2:19][O:18][C:17]2[C:12]3=[CH:13][C:14]([C:23](=[O:25])[CH3:24])=[CH:15][CH:16]=2)=[N:7][CH:6]=[N:5]1)[CH3:3].[H-].[H-].[H-].[H-].[Li+].[Al+3]. Product: [CH3:3][CH:2]([N:4]1[C:8]([C:9]2[N:10]=[C:11]3[N:21]([CH:22]=2)[CH2:20][CH2:19][O:18][C:17]2[C:12]3=[CH:13][C:14]([CH:23]([OH:25])[CH3:24])=[CH:15][CH:16]=2)=[N:7][CH:6]=[N:5]1)[CH3:1]. The catalyst class is: 1. (2) Reactant: [Cl:1][CH2:2][CH2:3][CH:4]1[C:9]2(OCC[O:10]2)[CH2:8][CH2:7][N:6]([C:14]([O:16][CH2:17][C:18]2[CH:23]=[CH:22][CH:21]=[CH:20][CH:19]=2)=[O:15])[CH2:5]1.Cl.C(OCC)(=O)C.O. Product: [Cl:1][CH2:2][CH2:3][CH:4]1[C:9](=[O:10])[CH2:8][CH2:7][N:6]([C:14]([O:16][CH2:17][C:18]2[CH:19]=[CH:20][CH:21]=[CH:22][CH:23]=2)=[O:15])[CH2:5]1. The catalyst class is: 14. (3) Reactant: [OH:1][C:2]1([OH:16])[CH:15]=[CH:14][C:5]([C:6]([C:8]2[CH:13]=[CH:12][CH:11]=[CH:10][CH:9]=2)=[O:7])=[CH:4][CH2:3]1.Br[CH2:18][CH2:19][CH2:20][CH2:21][CH2:22][CH2:23][CH2:24][CH2:25][CH2:26][CH2:27][CH2:28][CH2:29][O:30][CH2:31][CH2:32][CH2:33][CH2:34][CH2:35][CH2:36][CH2:37][CH2:38][CH2:39][CH2:40][CH2:41][CH2:42][CH2:43][CH2:44][CH2:45][CH2:46][CH2:47][CH2:48][CH2:49][CH2:50][CH2:51][CH3:52].[C:53](=[O:56])([O-])[O-].[K+].[K+].Cl. Product: [CH2:31]([O:30][CH2:29][CH2:28][CH2:27][CH2:26][CH2:25][CH2:24][CH2:23][CH2:22][CH2:21][CH2:20][CH2:19][CH2:18][O:16][C:2]1([O:1][CH2:18][CH2:19][CH2:20][CH2:21][CH2:22][CH2:23][CH2:24][CH2:25][CH2:26][CH2:27][CH2:28][CH2:29][O:56][CH2:53][CH2:51][CH2:50][CH2:49][CH2:48][CH2:47][CH2:46][CH2:45][CH2:44][CH2:43][CH2:42][CH2:41][CH2:40][CH2:39][CH2:38][CH2:37][CH2:36][CH2:35][CH2:34][CH2:33][CH2:32][CH3:31])[CH:3]=[CH:4][C:5]([C:6]([C:8]2[CH:13]=[CH:12][CH:11]=[CH:10][CH:9]=2)=[O:7])=[CH:14][CH2:15]1)[CH2:32][CH2:33][CH2:34][CH2:35][CH2:36][CH2:37][CH2:38][CH2:39][CH2:40][CH2:41][CH2:42][CH2:43][CH2:44][CH2:45][CH2:46][CH2:47][CH2:48][CH2:49][CH2:50][CH2:51][CH3:52]. The catalyst class is: 794. (4) Reactant: C1(S([C:10]2(SC)[CH2:15][C@H:14]3[C@:12]([C:16]4[CH:21]=[CH:20][C:19]([Cl:22])=[C:18]([Cl:23])[CH:17]=4)([CH2:13]3)[CH2:11]2)(=O)=O)C=CC=CC=1.C[OH:27].Cl. Product: [Cl:23][C:18]1[CH:17]=[C:16]([C@:12]23[CH2:13][C@H:14]2[CH2:15][C:10](=[O:27])[CH2:11]3)[CH:21]=[CH:20][C:19]=1[Cl:22]. The catalyst class is: 175. (5) Reactant: [Cl:1][C:2]1[CH:3]=[CH:4][C:5]([NH:8][C:9](=[O:18])[C:10]2[CH:15]=[CH:14][C:13]([Cl:16])=[CH:12][C:11]=2[NH2:17])=[N:6][CH:7]=1.[C:19]([C:23]1[CH:31]=[CH:30][C:26]([C:27](Cl)=[O:28])=[C:25]([O:32][CH:33]2[CH2:38][CH2:37][N:36]([C:39]([O:41][C:42]([CH3:45])([CH3:44])[CH3:43])=[O:40])[CH2:35][CH2:34]2)[CH:24]=1)([CH3:22])([CH3:21])[CH3:20]. Product: [C:19]([C:23]1[CH:31]=[CH:30][C:26]([C:27]([NH:17][C:11]2[CH:12]=[C:13]([Cl:16])[CH:14]=[CH:15][C:10]=2[C:9]([NH:8][C:5]2[CH:4]=[CH:3][C:2]([Cl:1])=[CH:7][N:6]=2)=[O:18])=[O:28])=[C:25]([O:32][CH:33]2[CH2:34][CH2:35][N:36]([C:39]([O:41][C:42]([CH3:45])([CH3:44])[CH3:43])=[O:40])[CH2:37][CH2:38]2)[CH:24]=1)([CH3:22])([CH3:20])[CH3:21]. The catalyst class is: 529. (6) The catalyst class is: 587. Reactant: [CH2:1]([O:3][C:4](=[O:41])[CH2:5][CH2:6][CH2:7][O:8][C:9]1[CH:14]=[CH:13][CH:12]=[C:11]([CH2:15][CH2:16][CH2:17][CH2:18][CH2:19][CH2:20][O:21][C:22]2[CH:27]=[C:26]([C:28](=[O:32])[N:29]([CH3:31])[CH3:30])[CH:25]=[C:24](Br)[CH:23]=2)[C:10]=1[CH2:34][CH2:35][C:36]([O:38][CH2:39][CH3:40])=[O:37])[CH3:2].[F:42][C:43]1[CH:44]=[C:45](B(O)O)[CH:46]=[CH:47][C:48]=1[F:49].C(=O)([O-])[O-].[Cs+].[Cs+].C(COC)OC. Product: [CH2:1]([O:3][C:4](=[O:41])[CH2:5][CH2:6][CH2:7][O:8][C:9]1[CH:14]=[CH:13][CH:12]=[C:11]([CH2:15][CH2:16][CH2:17][CH2:18][CH2:19][CH2:20][O:21][C:22]2[CH:23]=[C:24]([C:46]3[CH:45]=[CH:44][C:43]([F:42])=[C:48]([F:49])[CH:47]=3)[CH:25]=[C:26]([C:28](=[O:32])[N:29]([CH3:31])[CH3:30])[CH:27]=2)[C:10]=1[CH2:34][CH2:35][C:36]([O:38][CH2:39][CH3:40])=[O:37])[CH3:2]. (7) The catalyst class is: 2. Reactant: C([O:5][C:6](=[O:29])[CH2:7][CH2:8][N:9]1[CH2:14][CH2:13][O:12][CH:11]([C:15]2[CH:20]=[CH:19][C:18]([O:21][CH2:22][C:23]3[CH:28]=[CH:27][CH:26]=[CH:25][CH:24]=3)=[CH:17][CH:16]=2)[CH2:10]1)(C)(C)C.[C:30]([OH:36])([C:32]([F:35])([F:34])[F:33])=[O:31].O. Product: [F:33][C:32]([F:35])([F:34])[C:30]([OH:36])=[O:31].[CH2:22]([O:21][C:18]1[CH:17]=[CH:16][C:15]([CH:11]2[O:12][CH2:13][CH2:14][N:9]([CH2:8][CH2:7][C:6]([OH:29])=[O:5])[CH2:10]2)=[CH:20][CH:19]=1)[C:23]1[CH:24]=[CH:25][CH:26]=[CH:27][CH:28]=1. (8) Reactant: [F:1][C:2]([F:38])([F:37])[C:3]1[CH:4]=[C:5]([CH:30]=[C:31]([C:33]([F:36])([F:35])[F:34])[CH:32]=1)[C:6]([N:8]1[CH2:13][CH2:12][N:11](CC2C=CC=CC=2)[CH2:10][C@H:9]1[CH2:21][C:22]1[CH:27]=[CH:26][C:25]([O:28][CH3:29])=[CH:24][CH:23]=1)=[O:7].O.C([O-])=O.[NH4+]. Product: [F:38][C:2]([F:1])([F:37])[C:3]1[CH:4]=[C:5]([CH:30]=[C:31]([C:33]([F:34])([F:35])[F:36])[CH:32]=1)[C:6]([N:8]1[CH2:13][CH2:12][NH:11][CH2:10][C@H:9]1[CH2:21][C:22]1[CH:27]=[CH:26][C:25]([O:28][CH3:29])=[CH:24][CH:23]=1)=[O:7]. The catalyst class is: 29.